Task: Predict the reaction yield, written as a fraction of the theoretical maximum amount of product (1.0 means a 100% yield; for example, 0.34 means a 34% yield).. Dataset: Reaction yield outcomes from USPTO patents with 853,638 reactions (1) The reactants are [S:1]([N:11]1[C:15]2[N:16]=[CH:17][C:18]3[N:19]([CH:20]=[N:21][N:22]=3)[C:14]=2[CH:13]=[CH:12]1)([C:4]1[CH:10]=[CH:9][C:7]([CH3:8])=[CH:6][CH:5]=1)(=[O:3])=[O:2].CN(C(ON1N=NC2C=CC=NC1=2)=[N+](C)C)C.F[P-](F)(F)(F)(F)F.CCN(C(C)C)C(C)C.Cl[C:57]1[C:58](=[O:69])[C:59](C#N)=[C:60]([C:65]#N)[C:61](=O)[C:62]=1Cl. The catalyst is C(Cl)Cl.O. The product is [CH2:61]([CH:60]1[CH:65]([C:20]2[N:19]3[C:14]4[CH:13]=[CH:12][N:11]([S:1]([C:4]5[CH:10]=[CH:9][C:7]([CH3:8])=[CH:6][CH:5]=5)(=[O:2])=[O:3])[C:15]=4[N:16]=[CH:17][C:18]3=[N:22][N:21]=2)[CH2:57][CH:58]([OH:69])[CH2:59]1)[CH3:62]. The yield is 0.750. (2) The reactants are Cl.C[O:3][C:4](=[O:39])[C:5]1[CH:10]=[CH:9][C:8]([CH2:11][O:12][C:13]2[CH:18]=[CH:17][C:16]([CH2:19][C@H:20]([NH2:38])[C:21]3[N:22]([CH2:34][CH2:35][CH2:36][CH3:37])[CH:23]=[C:24]([C:26]4[CH:31]=[CH:30][C:29]([Cl:32])=[CH:28][C:27]=4[Cl:33])[N:25]=3)=[CH:15][CH:14]=2)=[CH:7][CH:6]=1.[CH2:40]([C:44]1[CH:49]=[CH:48][C:47]([S:50](Cl)(=[O:52])=[O:51])=[CH:46][CH:45]=1)[CH2:41][CH2:42][CH3:43]. No catalyst specified. The product is [CH2:40]([C:44]1[CH:49]=[CH:48][C:47]([S:50]([NH:38][C@H:20]([C:21]2[N:22]([CH2:34][CH2:35][CH2:36][CH3:37])[CH:23]=[C:24]([C:26]3[CH:31]=[CH:30][C:29]([Cl:32])=[CH:28][C:27]=3[Cl:33])[N:25]=2)[CH2:19][C:16]2[CH:15]=[CH:14][C:13]([O:12][CH2:11][C:8]3[CH:7]=[CH:6][C:5]([C:4]([OH:3])=[O:39])=[CH:10][CH:9]=3)=[CH:18][CH:17]=2)(=[O:52])=[O:51])=[CH:46][CH:45]=1)[CH2:41][CH2:42][CH3:43]. The yield is 0.650.